Task: Predict the reaction yield, written as a fraction of the theoretical maximum amount of product (1.0 means a 100% yield; for example, 0.34 means a 34% yield).. Dataset: Reaction yield outcomes from USPTO patents with 853,638 reactions (1) The reactants are [NH2:1][C:2]1[C:3]2[C:10](I)=[CH:9][N:8]([C@@H:12]3[O:18][C@H:17]([CH2:19][OH:20])[C@@H:15]([OH:16])[C@@:13]3([CH3:21])[OH:14])[C:4]=2[N:5]=[CH:6][N:7]=1.[C:22]1(B(O)O)[CH:27]=[CH:26][CH:25]=[CH:24][CH:23]=1.C([O-])([O-])=O.[Na+].[Na+].C1C=C(S([O-])(=O)=O)C=C(P(C2C=CC=C(S([O-])(=O)=O)C=2)C2C=CC=C(S([O-])(=O)=O)C=2)C=1.[Na+].[Na+].[Na+]. The catalyst is O.CC#N.CC([O-])=O.CC([O-])=O.[Pd+2]. The product is [NH2:1][C:2]1[C:3]2[C:10]([C:22]3[CH:27]=[CH:26][CH:25]=[CH:24][CH:23]=3)=[CH:9][N:8]([C@@H:12]3[O:18][C@H:17]([CH2:19][OH:20])[C@@H:15]([OH:16])[C@@:13]3([CH3:21])[OH:14])[C:4]=2[N:5]=[CH:6][N:7]=1. The yield is 0.700. (2) The reactants are [CH3:1][S:2](Cl)(=[O:4])=[O:3].[Br:6][C:7]1[CH:12]=[CH:11][C:10]([C@H:13]([NH2:18])[C:14]([F:17])([F:16])[F:15])=[CH:9][CH:8]=1.N1C(C)=CC=CC=1C. The catalyst is CN(C)C1C=CN=CC=1.C(Cl)Cl. The product is [Br:6][C:7]1[CH:12]=[CH:11][C:10]([C@H:13]([NH:18][S:2]([CH3:1])(=[O:4])=[O:3])[C:14]([F:16])([F:17])[F:15])=[CH:9][CH:8]=1. The yield is 0.930. (3) The reactants are [F:1][C:2]1[CH:7]=[CH:6][C:5]([F:8])=[CH:4][C:3]=1[C@H:9]1[CH2:13][CH2:12][CH2:11][N:10]1[C:14]1[CH:15]=[CH:16][C:17]2[N:18]([C:20]([NH2:23])=[CH:21][N:22]=2)[N:19]=1.C1N=CN([C:29]([N:31]2[CH:35]=N[CH:33]=[CH:32]2)=[O:30])C=1.Cl.N1CC([OH:41])C1.CCN(C(C)C)C(C)C.N1CCC1. The catalyst is C(Cl)Cl. The product is [F:1][C:2]1[CH:7]=[CH:6][C:5]([F:8])=[CH:4][C:3]=1[C@H:9]1[CH2:13][CH2:12][CH2:11][N:10]1[C:14]1[CH:15]=[CH:16][C:17]2[N:18]([C:20]([NH:23][C:29]([N:31]3[CH2:32][CH:33]([OH:41])[CH2:35]3)=[O:30])=[CH:21][N:22]=2)[N:19]=1. The yield is 0.990. (4) The reactants are CS(O[CH2:6][C@@H:7]([N:10]([CH2:24][C:25]1[CH:30]=[CH:29][CH:28]=[CH:27][CH:26]=1)[C:11]1[CH:16]=[CH:15][C:14]([C:17]([F:20])([F:19])[F:18])=[CH:13][C:12]=1[N+:21]([O-])=O)[CH2:8][CH3:9])(=O)=O. The catalyst is C1COCC1.[NH4+].[Cl-].[Zn]. The product is [CH2:24]([N:10]1[C:11]2[C:12](=[CH:13][C:14]([C:17]([F:20])([F:19])[F:18])=[CH:15][CH:16]=2)[NH:21][CH2:6][C@@H:7]1[CH2:8][CH3:9])[C:25]1[CH:30]=[CH:29][CH:28]=[CH:27][CH:26]=1. The yield is 0.550. (5) The reactants are O[C:2]([C:17]1[CH:29]=[CH:28][C:20]2[N:21]([CH2:25][O:26][CH3:27])[C:22](=[O:24])[S:23][C:19]=2[CH:18]=1)([C:4]1[N:8](COCC[Si](C)(C)C)[N:7]=[CH:6][CH:5]=1)[CH3:3].FC(F)(F)C(O)=O. The catalyst is ClCCl. The product is [CH3:27][O:26][CH2:25][N:21]1[C:20]2[CH:28]=[CH:29][C:17]([C:2]([C:4]3[NH:8][N:7]=[CH:6][CH:5]=3)=[CH2:3])=[CH:18][C:19]=2[S:23][C:22]1=[O:24]. The yield is 0.760.